Task: Predict the reaction yield, written as a fraction of the theoretical maximum amount of product (1.0 means a 100% yield; for example, 0.34 means a 34% yield).. Dataset: Reaction yield outcomes from USPTO patents with 853,638 reactions The reactants are [OH:1][C@@:2]1([C:9]#[C:10][C:11]2[CH:12]=[C:13]([N:17]3[C:21]4=[N:22][C:23]([O:26][CH3:27])=[N:24][CH:25]=[C:20]4[C:19]([C:28]([O:30]CC)=O)=[N:18]3)[CH:14]=[CH:15][CH:16]=2)[CH2:6][CH2:5][N:4]([CH3:7])[C:3]1=[O:8].[NH3:33]. No catalyst specified. The product is [OH:1][C@@:2]1([C:9]#[C:10][C:11]2[CH:12]=[C:13]([N:17]3[C:21]4=[N:22][C:23]([O:26][CH3:27])=[N:24][CH:25]=[C:20]4[C:19]([C:28]([NH2:33])=[O:30])=[N:18]3)[CH:14]=[CH:15][CH:16]=2)[CH2:6][CH2:5][N:4]([CH3:7])[C:3]1=[O:8]. The yield is 0.310.